From a dataset of Catalyst prediction with 721,799 reactions and 888 catalyst types from USPTO. Predict which catalyst facilitates the given reaction. (1) Reactant: Br[CH2:2][C:3]([C:5]1[CH:10]=[CH:9][C:8]([O:11][CH2:12][CH3:13])=[CH:7][CH:6]=1)=[O:4].[CH3:14][CH:15](C)[CH2:16]N(C=CC)CC(C)C.CN(C)C=O.[OH:31][CH2:32][C:33]([CH3:37])([CH2:35][OH:36])[CH3:34]. Product: [CH3:34][C:33]1([CH3:37])[CH2:35][O:36][CH:14]([CH:15]([CH3:16])[CH2:2][C:3]([C:5]2[CH:10]=[CH:9][C:8]([O:11][CH2:12][CH3:13])=[CH:7][CH:6]=2)=[O:4])[O:31][CH2:32]1. The catalyst class is: 6. (2) Reactant: [Cl:1][C:2]1[CH:7]=[CH:6][C:5]([CH2:8][C:9]#[N:10])=[CH:4][C:3]=1[O:11][C:12]1[CH:17]=[CH:16][C:15]([S:18]([CH3:21])(=[O:20])=[O:19])=[CH:14][C:13]=1[Cl:22].[N:23]([Si](C)(C)C)=[N+:24]=[N-:25].[F-].C([N+](CCCC)(CCCC)CCCC)CCC.C(OCC)(=O)C. Product: [Cl:1][C:2]1[CH:7]=[CH:6][C:5]([CH2:8][C:9]2[NH:25][N:24]=[N:23][N:10]=2)=[CH:4][C:3]=1[O:11][C:12]1[CH:17]=[CH:16][C:15]([S:18]([CH3:21])(=[O:19])=[O:20])=[CH:14][C:13]=1[Cl:22]. The catalyst class is: 11.